From a dataset of Full USPTO retrosynthesis dataset with 1.9M reactions from patents (1976-2016). Predict the reactants needed to synthesize the given product. (1) Given the product [Cl:1][C:2]1[CH:7]=[C:6]([Cl:8])[CH:5]=[C:4]([Cl:9])[C:3]=1[S:10]([NH:14][C:15]1[CH:20]=[CH:19][CH:18]=[C:17]([C:21]2[NH:25][N:24]=[N:23][N:22]=2)[CH:16]=1)(=[O:12])=[O:11], predict the reactants needed to synthesize it. The reactants are: [Cl:1][C:2]1[CH:7]=[C:6]([Cl:8])[CH:5]=[C:4]([Cl:9])[C:3]=1[S:10](Cl)(=[O:12])=[O:11].[NH2:14][C:15]1[CH:16]=[C:17]([C:21]2[NH:25][N:24]=[N:23][N:22]=2)[CH:18]=[CH:19][CH:20]=1. (2) Given the product [I:1][C:2]1[CH:3]=[C:4]2[C:8](=[CH:9][CH:10]=1)[N:7]([CH2:11][CH2:12][N:16]1[CH2:21][CH2:20][O:19][CH2:18][CH2:17]1)[N:6]=[CH:5]2, predict the reactants needed to synthesize it. The reactants are: [I:1][C:2]1[CH:3]=[C:4]2[C:8](=[CH:9][CH:10]=1)[N:7]([CH2:11][CH:12](OC)O)[N:6]=[CH:5]2.[NH:16]1[CH2:21][CH2:20][O:19][CH2:18][CH2:17]1. (3) Given the product [CH3:1][C:2]1[CH:7]=[CH:6][C:5]([C:8]2[CH:9]=[C:10]([C:25]([N:34]3[CH2:35][CH2:31][CH2:32][CH2:33]3)=[O:26])[CH:11]=[C:12]([C:14]([NH:15][CH2:16][C:17]3[CH:18]=[N:19][C:20]([CH3:23])=[N:21][CH:22]=3)=[O:24])[CH:13]=2)=[CH:4][CH:3]=1, predict the reactants needed to synthesize it. The reactants are: [CH3:1][C:2]1[CH:7]=[CH:6][C:5]([C:8]2[CH:13]=[C:12]([C:14](=[O:24])[NH:15][CH2:16][C:17]3[CH:18]=[N:19][C:20]([CH3:23])=[N:21][CH:22]=3)[CH:11]=[C:10]([C:25](O)=[O:26])[CH:9]=2)=[CH:4][CH:3]=1.Cl.CN(C)[CH2:31][CH2:32][CH2:33][N:34]=[C:35]=NCC.O.ON1C2C=CC=CC=2N=N1.N1CCCC1.C(N(CC)C(C)C)(C)C. (4) The reactants are: Cl[C:2]1[C:11]2=[N:12][N:13](CC3C=CC(OC)=CC=3)[CH:14]=[C:10]2[C:9]2[CH:8]=[CH:7][CH:6]=[CH:5][C:4]=2[N:3]=1.[F:24][C:25]([F:34])([F:33])[C:26]1[CH:27]=[C:28]([CH:30]=[CH:31][CH:32]=1)[NH2:29].Cl. Given the product [CH:14]1[NH:13][N:12]=[C:11]2[C:10]=1[C:9]1[CH:8]=[CH:7][CH:6]=[CH:5][C:4]=1[N:3]=[C:2]2[NH:29][C:28]1[CH:30]=[CH:31][CH:32]=[C:26]([C:25]([F:24])([F:33])[F:34])[CH:27]=1, predict the reactants needed to synthesize it.